From a dataset of Catalyst prediction with 721,799 reactions and 888 catalyst types from USPTO. Predict which catalyst facilitates the given reaction. (1) Reactant: [NH2:1][C@H:2]([CH2:22][C:23]1[CH:28]=[CH:27][C:26]([C:29]2[CH:34]=[CH:33][CH:32]=[CH:31][N:30]=2)=[CH:25][CH:24]=1)[CH2:3][C@H:4]([OH:21])[C@@H:5]([NH:13][C:14](=[O:20])[O:15][C:16]([CH3:19])([CH3:18])[CH3:17])[CH2:6][C:7]1[CH:12]=[CH:11][CH:10]=[CH:9][CH:8]=1.[CH3:35][O:36][C:37]([NH:39][C@@H:40]([C:44]([CH3:47])([CH3:46])[CH3:45])[C:41](O)=[O:42])=[O:38].CCOP(ON1N=NC2C=CC=CC=2C1=O)(OCC)=O.C(N(CC)C(C)C)(C)C. Product: [CH2:6]([C@H:5]([NH:13][C:14](=[O:20])[O:15][C:16]([CH3:17])([CH3:18])[CH3:19])[C@@H:4]([OH:21])[CH2:3][C@H:2]([NH:1][C:41](=[O:42])[C@@H:40]([NH:39][C:37]([O:36][CH3:35])=[O:38])[C:44]([CH3:47])([CH3:46])[CH3:45])[CH2:22][C:23]1[CH:28]=[CH:27][C:26]([C:29]2[CH:34]=[CH:33][CH:32]=[CH:31][N:30]=2)=[CH:25][CH:24]=1)[C:7]1[CH:8]=[CH:9][CH:10]=[CH:11][CH:12]=1. The catalyst class is: 1. (2) Reactant: [CH3:1][N:2]([CH3:24])[CH:3]1[CH2:8][CH2:7][CH:6]([O:9][C:10]2[C:11]3[C:18]([C:19](O)=[O:20])=[C:17]([CH2:22][CH3:23])[S:16][C:12]=3[N:13]=[CH:14][N:15]=2)[CH2:5][CH2:4]1.CN(C(ON1N=NC2C=CC=NC1=2)=[N+](C)C)C.F[P-](F)(F)(F)(F)F.CCN(C(C)C)C(C)C.[F:58][C:59]1[CH:60]=[N:61][CH:62]=[CH:63][C:64]=1[NH2:65]. Product: [CH3:24][N:2]([CH3:1])[CH:3]1[CH2:8][CH2:7][CH:6]([O:9][C:10]2[C:11]3[C:18]([C:19]([NH:65][C:64]4[CH:63]=[CH:62][N:61]=[CH:60][C:59]=4[F:58])=[O:20])=[C:17]([CH2:22][CH3:23])[S:16][C:12]=3[N:13]=[CH:14][N:15]=2)[CH2:5][CH2:4]1. The catalyst class is: 3. (3) Product: [O:1]1[CH:5]=[CH:4][CH:3]=[C:2]1[C:6]1[O:7][C:8]([CH3:36])=[C:9]([CH2:11][O:12][C:13]2[CH:33]=[CH:32][C:16]([CH2:17][O:18][C:19]3[C:23](/[CH:24]=[CH:37]/[P:48](=[O:57])([O:49][CH:50]([CH3:51])[CH3:52])[O:53][CH:54]([CH3:55])[CH3:56])=[CH:22][N:21]([C:26]4[CH:27]=[CH:28][CH:29]=[CH:30][CH:31]=4)[N:20]=3)=[CH:15][C:14]=2[O:34][CH3:35])[N:10]=1. The catalyst class is: 6. Reactant: [O:1]1[CH:5]=[CH:4][CH:3]=[C:2]1[C:6]1[O:7][C:8]([CH3:36])=[C:9]([CH2:11][O:12][C:13]2[CH:33]=[CH:32][C:16]([CH2:17][O:18][C:19]3[C:23]([CH:24]=O)=[CH:22][N:21]([C:26]4[CH:31]=[CH:30][CH:29]=[CH:28][CH:27]=4)[N:20]=3)=[CH:15][C:14]=2[O:34][CH3:35])[N:10]=1.[CH2:37]([P:48](=[O:57])([O:53][CH:54]([CH3:56])[CH3:55])[O:49][CH:50]([CH3:52])[CH3:51])P(=O)(OC(C)C)OC(C)C.CN(C)C=O.[H-].[Na+]. (4) Reactant: [Cl:1][C:2]1[CH:7]=[CH:6][C:5]([C:8]([F:15])([F:14])[C:9]([O:11]CC)=[O:10])=[C:4]([CH3:16])[CH:3]=1.C(O)C.O.[OH-].[Li+]. Product: [Cl:1][C:2]1[CH:7]=[CH:6][C:5]([C:8]([F:14])([F:15])[C:9]([OH:11])=[O:10])=[C:4]([CH3:16])[CH:3]=1. The catalyst class is: 7. (5) Reactant: CS([O:5][CH:6]1[CH2:11][CH2:10][CH:9]([C:12]([O:14][CH2:15][CH3:16])=[O:13])[CH2:8][CH2:7]1)(=O)=O.C(=O)([O-])[O-].[K+].[K+].CN(C)C=O.[CH3:28][N:29]1[CH:33]=[C:32](O)[CH:31]=[N:30]1. Product: [CH3:28][N:29]1[CH:33]=[C:32]([O:5][CH:6]2[CH2:11][CH2:10][CH:9]([C:12]([O:14][CH2:15][CH3:16])=[O:13])[CH2:8][CH2:7]2)[CH:31]=[N:30]1. The catalyst class is: 6. (6) Reactant: [Cl:1][C:2]1[N:7]=[CH:6][C:5]([S:8][C:9]2[N:13]([C:14]3[CH:19]=[C:18]([CH3:20])[CH:17]=[CH:16][C:15]=3[F:21])[N:12]=[C:11]([C:22]([O:24]CC)=O)[CH:10]=2)=[CH:4][CH:3]=1.[CH3:27][NH2:28].CO. Product: [Cl:1][C:2]1[N:7]=[CH:6][C:5]([S:8][C:9]2[N:13]([C:14]3[CH:19]=[C:18]([CH3:20])[CH:17]=[CH:16][C:15]=3[F:21])[N:12]=[C:11]([C:22]([NH:28][CH3:27])=[O:24])[CH:10]=2)=[CH:4][CH:3]=1. The catalyst class is: 5.